Dataset: Catalyst prediction with 721,799 reactions and 888 catalyst types from USPTO. Task: Predict which catalyst facilitates the given reaction. (1) Reactant: [Br:1][C:2]1[O:6][C:5]([CH:7]=O)=[CH:4][CH:3]=1.[N+:9]([CH3:12])([O-:11])=[O:10].[OH-].[Na+].Cl. Product: [Br:1][C:2]1[O:6][C:5](/[CH:7]=[CH:12]/[N+:9]([O-:11])=[O:10])=[CH:4][CH:3]=1. The catalyst class is: 24. (2) Reactant: [CH3:1][O:2][CH2:3][C:4]#[C:5][C:6]1[CH:11]=[C:10]([C:12]([OH:14])=[O:13])[CH:9]=[CH:8][C:7]=1[C:15]1[CH:20]=[CH:19][CH:18]=[CH:17][C:16]=1[CH3:21]. Product: [CH3:1][O:2][CH2:3][CH2:4][CH2:5][C:6]1[CH:11]=[C:10]([C:12]([OH:14])=[O:13])[CH:9]=[CH:8][C:7]=1[C:15]1[CH:20]=[CH:19][CH:18]=[CH:17][C:16]=1[CH3:21]. The catalyst class is: 19. (3) Reactant: Br[C:2]1[CH2:3][N:4](C(OCC)=O)[N:5]([C:7]2[C:12]([Cl:13])=[CH:11][CH:10]=[CH:9][N:8]=2)[CH:6]=1.[F:19][C:20]([F:38])([F:37])[C:21]1[CH:22]=[C:23]([N:31]2[CH2:35][CH2:34][NH:33][C:32]2=[O:36])[CH:24]=[C:25]([C:27]([F:30])([F:29])[F:28])[CH:26]=1.CN[CH2:41][CH2:42]NC.[C:45](=O)([O-:47])[O-:46].[K+].[K+]. Product: [F:38][C:20]([F:19])([F:37])[C:21]1[CH:22]=[C:23]([N:31]2[CH2:35][CH2:34][N:33]([C:3]3[CH:2]=[C:6]([C:45]([O:47][CH2:41][CH3:42])=[O:46])[N:5]([C:7]4[C:12]([Cl:13])=[CH:11][CH:10]=[CH:9][N:8]=4)[N:4]=3)[C:32]2=[O:36])[CH:24]=[C:25]([C:27]([F:29])([F:30])[F:28])[CH:26]=1. The catalyst class is: 432. (4) Product: [F:1][C:2]1[CH:20]=[CH:19][C:5]([C:6]([NH:8][CH:9]2[CH2:17][C:16]3[C:11](=[CH:12][CH:13]=[C:14]([O:18][S:27]([C:21]4[CH:26]=[CH:25][CH:24]=[CH:23][CH:22]=4)(=[O:29])=[O:28])[CH:15]=3)[CH2:10]2)=[O:7])=[CH:4][CH:3]=1. Reactant: [F:1][C:2]1[CH:20]=[CH:19][C:5]([C:6]([NH:8][CH:9]2[CH2:17][C:16]3[C:11](=[CH:12][CH:13]=[C:14]([OH:18])[CH:15]=3)[CH2:10]2)=[O:7])=[CH:4][CH:3]=1.[C:21]1([S:27](Cl)(=[O:29])=[O:28])[CH:26]=[CH:25][CH:24]=[CH:23][CH:22]=1. The catalyst class is: 17.